The task is: Predict the reaction yield, written as a fraction of the theoretical maximum amount of product (1.0 means a 100% yield; for example, 0.34 means a 34% yield).. This data is from Reaction yield outcomes from USPTO patents with 853,638 reactions. The product is [CH3:39][NH:40][C:4](=[O:3])[CH:5]=[C:6]([C:13]1[CH:14]=[C:15]2[C:19](=[CH:20][CH:21]=1)[NH:18][CH:17]=[C:16]2[CH3:22])[C:7]1[CH:12]=[CH:11][CH:10]=[CH:9][CH:8]=1. The reactants are C([O:3][C:4](=O)[CH:5]=[C:6]([C:13]1[CH:14]=[C:15]2[C:19](=[CH:20][CH:21]=1)[NH:18][CH:17]=[C:16]2[CH3:22])[C:7]1[CH:12]=[CH:11][CH:10]=[CH:9][CH:8]=1)C.C(OC(=O)C=C(C1C=CC=C2C=1C(C#N)=[CH:39][NH:40]2)C1C=CC=CC=1)C. The yield is 0.620. No catalyst specified.